The task is: Predict the product of the given reaction.. This data is from Forward reaction prediction with 1.9M reactions from USPTO patents (1976-2016). (1) Given the reactants [Br:1][C:2]1[CH:7]=[CH:6][C:5]([C:8](=[N:13][OH:14])[C:9]([F:12])([F:11])[F:10])=[C:4](F)[CH:3]=1.C1COCC1, predict the reaction product. The product is: [Br:1][C:2]1[CH:7]=[CH:6][C:5]2[C:8]([C:9]([F:12])([F:11])[F:10])=[N:13][O:14][C:4]=2[CH:3]=1. (2) Given the reactants [C:1]([N:9]1[C@@H:13]([CH:14]([CH3:16])[CH3:15])[C:12](=[O:17])OC1=O)(=[O:8])[C:2]1[CH:7]=[CH:6][CH:5]=[CH:4][CH:3]=1.[C:19]1([CH3:28])[CH:24]=[CH:23][C:22]([C@@H:25]([NH2:27])[CH3:26])=[CH:21][CH:20]=1.CN1CCOCC1.Cl, predict the reaction product. The product is: [C:19]1([CH3:28])[CH:24]=[CH:23][C:22]([C@@H:25]([NH:27][C:12](=[O:17])[C@H:13]([CH:14]([CH3:15])[CH3:16])[NH:9][C:1](=[O:8])[C:2]2[CH:3]=[CH:4][CH:5]=[CH:6][CH:7]=2)[CH3:26])=[CH:21][CH:20]=1. (3) Given the reactants Br[C:2]1[C:3]([F:25])=[CH:4][C:5]([Cl:24])=[C:6]([C:8]([C:10]2[S:11][CH:12]=[C:13]([CH2:15][O:16][Si:17]([C:20]([CH3:23])([CH3:22])[CH3:21])([CH3:19])[CH3:18])[N:14]=2)=[O:9])[CH:7]=1.Cl[C:27]1[C:28]2[CH:36]=[N:35][C:34]([N:37]3[CH2:42][CH2:41][O:40][CH2:39][CH2:38]3)=[CH:33][C:29]=2[N:30]=[CH:31][N:32]=1, predict the reaction product. The product is: [Si:17]([O:16][CH2:15][C:13]1[N:14]=[C:10]([CH:8]([C:6]2[CH:7]=[C:2]([C:27]3[C:28]4[CH:36]=[N:35][C:34]([N:37]5[CH2:42][CH2:41][O:40][CH2:39][CH2:38]5)=[CH:33][C:29]=4[N:30]=[CH:31][N:32]=3)[C:3]([F:25])=[CH:4][C:5]=2[Cl:24])[OH:9])[S:11][CH:12]=1)([C:20]([CH3:23])([CH3:22])[CH3:21])([CH3:19])[CH3:18]. (4) Given the reactants OC1C(C(C2C=CC=CC=2)(C)C)=NC2C([C:11]=1[C:12]([OH:14])=[O:13])=CC=C1CCCCC=21.[F:28][C:29]([F:42])([F:41])[C:30]1[CH:31]=[CH:32][CH:33]=[C:34]2[C:38]=1[NH:37][C:36](=O)[C:35]2=[O:40].OCC(=O)[CH:46]([C:50]1[CH:55]=[CH:54][CH:53]=[CH:52][CH:51]=1)[CH:47]([CH3:49])[CH3:48], predict the reaction product. The product is: [OH:40][C:35]1[C:36]([CH:46]([C:50]2[CH:51]=[CH:52][CH:53]=[CH:54][CH:55]=2)[CH:47]([CH3:48])[CH3:49])=[N:37][C:38]2[C:34]([C:11]=1[C:12]([OH:14])=[O:13])=[CH:33][CH:32]=[CH:31][C:30]=2[C:29]([F:28])([F:41])[F:42]. (5) Given the reactants [CH2:1]([N:3]([CH2:14][C:15]1[NH:19][C:18]2[CH:20]=[CH:21][C:22]([C:24]([NH:26][CH2:27][CH2:28]C3N=CNC=3)=[O:25])=[CH:23][C:17]=2[N:16]=1)[CH:4]1[C:13]2[N:12]=[CH:11][CH:10]=[CH:9][C:8]=2[CH2:7][CH2:6][CH2:5]1)[CH3:2].FC1C(OC(C2C=C[C:47]3[NH:48][C:49](CN(CC)C4[C:49]5[N:48]=[CH:47][CH:46]=CC=5CCC4)=N[C:46]=3C=2)=O)=C(F)C(F)=C(F)C=1F.CN1CCNCC1, predict the reaction product. The product is: [CH2:1]([N:3]([CH2:14][C:15]1[NH:19][C:18]2[CH:20]=[CH:21][C:22]([C:24]([N:26]3[CH2:46][CH2:47][N:48]([CH3:49])[CH2:28][CH2:27]3)=[O:25])=[CH:23][C:17]=2[N:16]=1)[CH:4]1[C:13]2[N:12]=[CH:11][CH:10]=[CH:9][C:8]=2[CH2:7][CH2:6][CH2:5]1)[CH3:2]. (6) Given the reactants [CH3:1]C(C)([O-])C.[K+].[Cl:7][C:8]1[CH:13]=[CH:12][C:11]([NH:14][C:15]([CH:17]2[CH2:22][C:21](=O)[CH2:20][N:19]([C:24]([O:26][C:27]([CH3:30])([CH3:29])[CH3:28])=[O:25])[CH2:18]2)=[O:16])=[CH:10][CH:9]=1.O, predict the reaction product. The product is: [Cl:7][C:8]1[CH:13]=[CH:12][C:11]([NH:14][C:15]([CH:17]2[CH2:22][C:21](=[CH2:1])[CH2:20][N:19]([C:24]([O:26][C:27]([CH3:30])([CH3:29])[CH3:28])=[O:25])[CH2:18]2)=[O:16])=[CH:10][CH:9]=1.